From a dataset of Forward reaction prediction with 1.9M reactions from USPTO patents (1976-2016). Predict the product of the given reaction. (1) Given the reactants [NH2:1][C:2]1[C:3]([C:10]([NH:12][C:13](=[NH:16])SC)=[O:11])=[N:4][C:5]([Cl:9])=[C:6]([NH2:8])[N:7]=1.C(N(CC)CC)C.N[CH2:25][C:26]([NH2:29])([CH3:28])[CH3:27], predict the reaction product. The product is: [CH3:25][C:26]1([CH3:28])[CH2:27][NH:16]/[C:13](=[N:12]/[C:10]([C:3]2[C:2]([NH2:1])=[N:7][C:6]([NH2:8])=[C:5]([Cl:9])[N:4]=2)=[O:11])/[NH:29]1. (2) Given the reactants C(C1NC=CN=1)(C1[NH:4]C=CN=1)=O.[C:13]([N:20]1[CH2:28][CH2:27][CH2:26][C@H:22]([C:23](O)=[O:24])[CH2:21]1)([O:15][C:16]([CH3:19])([CH3:18])[CH3:17])=[O:14].[NH4+].[OH-], predict the reaction product. The product is: [C:16]([O:15][C:13]([N:20]1[CH2:28][CH2:27][CH2:26][C@H:22]([C:23](=[O:24])[NH2:4])[CH2:21]1)=[O:14])([CH3:19])([CH3:18])[CH3:17]. (3) Given the reactants O1CCCCC1[N:7]1[C:15]2[C:10](=[CH:11][C:12]([C:16]3[N:20]=[CH:19][N:18](C(C4C=CC=CC=4)(C4C=CC=CC=4)C4C=CC=CC=4)[N:17]=3)=[CH:13][CH:14]=2)[C:9]([C:40]2[CH:41]=[C:42]([CH:47]=[CH:48][CH:49]=2)[C:43](OC)=[O:44])=[N:8]1.[OH-].[Li+].ON1C2C=CC=CC=2N=N1.[NH2:62][CH2:63][CH2:64][N:65]1[CH2:70][CH2:69][O:68][CH2:67][CH2:66]1.Cl.C(N=C=NCCCN(C)C)C.Cl, predict the reaction product. The product is: [NH:18]1[CH:19]=[N:20][C:16]([C:12]2[CH:11]=[C:10]3[C:15](=[CH:14][CH:13]=2)[NH:7][N:8]=[C:9]3[C:40]2[CH:41]=[C:42]([C:43]([NH:62][CH2:63][CH2:64][N:65]3[CH2:70][CH2:69][O:68][CH2:67][CH2:66]3)=[O:44])[CH:47]=[CH:48][CH:49]=2)=[N:17]1. (4) The product is: [F:30][C:2]([F:1])([F:31])[C:3]1[CH:4]=[C:5]([C:13]2[N:17]([C:18]3[CH:23]=[CH:22][CH:21]=[C:20]([Cl:24])[CH:19]=3)[N:16]=[C:15]([C:25]([OH:27])=[O:26])[CH:14]=2)[CH:6]=[C:7]([C:9]([F:10])([F:11])[F:12])[CH:8]=1. Given the reactants [F:1][C:2]([F:31])([F:30])[C:3]1[CH:4]=[C:5]([C:13]2[N:17]([C:18]3[CH:23]=[CH:22][CH:21]=[C:20]([Cl:24])[CH:19]=3)[N:16]=[C:15]([C:25]([O:27]CC)=[O:26])[CH:14]=2)[CH:6]=[C:7]([C:9]([F:12])([F:11])[F:10])[CH:8]=1.ClC1C=C(N2C(C3C=CC=CC=3F)=CC(C(O)=O)=N2)C=CC=1, predict the reaction product. (5) Given the reactants [C:1]([O:5][C:6](=[O:18])[NH:7][C:8]1[CH:13]=[CH:12][C:11](I)=[CH:10][C:9]=1[N+:15]([O-:17])=[O:16])([CH3:4])([CH3:3])[CH3:2].C([O-])([O-])=O.[Na+].[Na+].C([O-])(O)=O.[Na+].[Li+].[Cl-].CCN(CC)CC.C1C=CC(P([C:52]2[CH:57]=[CH:56]C=CC=2)C2C=CC=CC=2)=CC=1.[I-], predict the reaction product. The product is: [C:1]([O:5][C:6](=[O:18])[NH:7][C:8]1[CH:13]=[CH:12][C:11]([CH:56]2[CH2:57][CH2:52]2)=[CH:10][C:9]=1[N+:15]([O-:17])=[O:16])([CH3:4])([CH3:3])[CH3:2]. (6) Given the reactants NC(N)=O.[Cl:5][C:6]1[CH:12]=[CH:11][C:9]([NH2:10])=[C:8]([OH:13])[C:7]=1[S:14]([N:17]1[CH2:22][CH2:21][O:20][CH2:19][CH2:18]1)(=[O:16])=[O:15].[Br:23][C:24]1[CH:29]=[CH:28][CH:27]=[CH:26][C:25]=1[N:30]=[C:31]=[O:32], predict the reaction product. The product is: [Br:23][C:24]1[CH:29]=[CH:28][CH:27]=[CH:26][C:25]=1[NH:30][C:31]([NH:10][C:9]1[CH:11]=[CH:12][C:6]([Cl:5])=[C:7]([S:14]([N:17]2[CH2:18][CH2:19][O:20][CH2:21][CH2:22]2)(=[O:15])=[O:16])[C:8]=1[OH:13])=[O:32].